This data is from Forward reaction prediction with 1.9M reactions from USPTO patents (1976-2016). The task is: Predict the product of the given reaction. (1) Given the reactants [CH3:1][C:2]1[CH:7]=[CH:6][C:5]([S:8]([N:11]2[C:19]3[C:14](=[C:15]([CH:20]=C)[CH:16]=[CH:17][CH:18]=3)[CH:13]=[CH:12]2)(=[O:10])=[O:9])=[CH:4][CH:3]=1.N1C(C)=CC=CC=1C.I([O-])(=O)(=O)=[O:31].[Na+], predict the reaction product. The product is: [CH3:1][C:2]1[CH:7]=[CH:6][C:5]([S:8]([N:11]2[C:19]3[CH:18]=[CH:17][CH:16]=[C:15]([CH:20]=[O:31])[C:14]=3[CH:13]=[CH:12]2)(=[O:10])=[O:9])=[CH:4][CH:3]=1. (2) Given the reactants C([O:8][C:9]1[CH:14]=[CH:13][N:12]2[C:15]([C:18]([NH:20][C:21]3[CH:29]=[CH:28][CH:27]=[C:26]4[C:22]=3[C:23]([CH:38]3[CH2:40][CH2:39]3)=[N:24][N:25]4[CH2:30][C:31]3[CH:36]=[CH:35][CH:34]=[C:33]([CH3:37])[N:32]=3)=[O:19])=[CH:16][N:17]=[C:11]2[CH:10]=1)C1C=CC=CC=1.[H][H], predict the reaction product. The product is: [CH:38]1([C:23]2[C:22]3[C:26](=[CH:27][CH:28]=[CH:29][C:21]=3[NH:20][C:18]([C:15]3[N:12]4[CH:13]=[CH:14][C:9]([OH:8])=[CH:10][C:11]4=[N:17][CH:16]=3)=[O:19])[N:25]([CH2:30][C:31]3[CH:36]=[CH:35][CH:34]=[C:33]([CH3:37])[N:32]=3)[N:24]=2)[CH2:40][CH2:39]1.